Dataset: Experimentally validated miRNA-target interactions with 360,000+ pairs, plus equal number of negative samples. Task: Binary Classification. Given a miRNA mature sequence and a target amino acid sequence, predict their likelihood of interaction. (1) The miRNA is mmu-miR-340-5p with sequence UUAUAAAGCAAUGAGACUGAUU. The protein sequence of the target gene is MFRNSLKMLLTGGKSSRKNRSSDGGSEEPPDRRQSSVDSRQSRSGQGGISTESDCAFEPDYAVPPLPVSEGDVEQELGPPPSVDEAANTLMTRLGFLLGEKVTEVQPSDQYSMEVQDENQTSAITQRISPCSTLTSSTASPPASSPCSTLPPVSTNAAAKDCSYGAVTSPTSTLESRDSGIIATLTNYSENMERTKYVGEGSKELGSGGNLKPWQSQKSSMDSCLYRVDENMAASTYSLNKIPERNLETVLSQSVQSIPLYLMPRPNSVAATSSAHLEDLAYLDEQRHTPLRTSLRMPRQ.... Result: 1 (interaction). (2) The miRNA is hsa-miR-342-5p with sequence AGGGGUGCUAUCUGUGAUUGA. The protein sequence of the target gene is MVGLKPSDVPPTMAVKFLGAGTAACFADLVTFPLDTAKVRLQIQGENQAVQTARLVQYRGVLGTILTMVRTEGPCSPYNGLVAGLQRQMSFASIRIGLYDSVKQVYTPKGADNSSLTTRILAGCTTGAMAVTCAQPTDVVKVRFQASIHLGPSRSDRKYSGTMDAYRTIAREEGVRGLWKGTLPNIMRNAIVNCAEVVTYDILKEKLLDYHLLTDNFPCHFVSAFGAGFCATVVASPVDVVKTRYMNSPPGQYFSPLDCMIKMVAQEGPTAFYKGFTPSFLRLGSWNVVMFVTYEQLKRA.... Result: 1 (interaction). (3) The miRNA is hsa-miR-4754 with sequence AUGCGGACCUGGGUUAGCGGAGU. The protein sequence of the target gene is MVRLVLPNPGLDARIPSLAELETIEQEEASSRPKWDNKAQYMLTCLGFCVGLGNVWRFPYLCQSHGGGAFMIPFLILLVLEGIPLLYLEFAIGQRLRRGSLGVWSSIHPALKGLGLASMLTSFMVGLYYNTIISWIMWYLFNSFQEPLPWSDCPLNENQTGYVDECARSSPVDYFWYRETLNISTSISDSGSIQWWMLLCLACAWSVLYMCTIRGIETTGKAVYITSTLPYVVLTIFLIRGLTLKGATNGIVFLFTPNVTELAQPDTWLDAGAQVFFSFSLAFGGLISFSSYNSVHNNCE.... Result: 0 (no interaction). (4) The miRNA is hsa-miR-6865-3p with sequence ACACCCUCUUUCCCUACCGCC. The protein sequence of the target gene is MREYKVVVLGSGGVGKSALTVQFVTGTFIEKYDPTIEDFYRKEIEVDSSPSVLEILDTAGTEQFASMRDLYIKNGQGFILVYSLVNQQSFQDIKPMRDQIIRVKRYEKVPVILVGNKVDLESEREVSSNEGRALAEEWGCPFMETSAKSKTMVDELFAEIVRQMNYAAQPDKDDPCCSACNIQ. Result: 0 (no interaction).